This data is from Full USPTO retrosynthesis dataset with 1.9M reactions from patents (1976-2016). The task is: Predict the reactants needed to synthesize the given product. (1) The reactants are: [OH-].[K+].Cl.NO.[CH3:6][N:7]([CH3:23])[C:8]([C:10]1[N:11]([CH3:22])[N:12]=[C:13]([N:15]2C(C)=CC=C2C)[CH:14]=1)=[O:9]. Given the product [CH3:6][N:7]([CH3:23])[C:8]([C:10]1[N:11]([CH3:22])[N:12]=[C:13]([NH2:15])[CH:14]=1)=[O:9], predict the reactants needed to synthesize it. (2) Given the product [C:14]1([C:8]2([CH2:7][CH2:6][CH2:5][CH2:4][OH:3])[CH2:13][CH2:12][CH2:11][CH2:10][CH2:9]2)[CH:19]=[CH:18][CH:17]=[CH:16][CH:15]=1, predict the reactants needed to synthesize it. The reactants are: C([O:3][C:4](=O)[CH2:5][CH2:6][CH2:7][C:8]1([C:14]2[CH:19]=[CH:18][CH:17]=[CH:16][CH:15]=2)[CH2:13][CH2:12][CH2:11][CH2:10][CH2:9]1)C.[H-].[H-].[H-].[H-].[H-].[Li+].[Al+3]. (3) Given the product [CH:7]1([CH2:8][N:9]2[C:13]([C:14]3[CH:15]=[CH:16][N:17]=[CH:18][CH:19]=3)=[C:12]([C:20]([O:22][CH2:23][CH3:24])=[O:21])[CH:11]=[N:10]2)[CH2:1][CH2:6]1, predict the reactants needed to synthesize it. The reactants are: [C:1]1([CH2:7][CH2:8][N:9]2[C:13]([C:14]3[CH:19]=[CH:18][N:17]=[CH:16][CH:15]=3)=[C:12]([C:20]([O:22][CH2:23][CH3:24])=[O:21])[CH:11]=[N:10]2)[CH:6]=CC=CC=1.Cl.C1(CNN)CC1.